From a dataset of Experimentally validated miRNA-target interactions with 360,000+ pairs, plus equal number of negative samples. Binary Classification. Given a miRNA mature sequence and a target amino acid sequence, predict their likelihood of interaction. The miRNA is dre-miR-9-5p with sequence UCUUUGGUUAUCUAGCUGUAUGA. The protein sequence of the target gene is MSSAVEPPPPPPPESAPSKPSAAGAGGSSSGNKGGPEGGAAPAAPCAAGSGPADTEMEEVFDHGSPGKQKEIQEPDPTYEEKMQTDRANRFEYLLKQTELFAHFIQPAAQKTPTSPLKMKPGRPRVKKDEKQNLLSVGDYRHRRTEQEEDEELLTESSKATNVCTRFEDSPSYVKWGKLRDYQVRGLNWLISLYENGINGILADEMGLGKTLQTISLLGYMKHYRNIPGPHMVLVPKSTLHNWMSEFKKWVPTLRSVCLIGDKEQRAAFVRDVLLPGEWDVCVTSYEMLIKEKSVFKKFN.... Result: 0 (no interaction).